From a dataset of Full USPTO retrosynthesis dataset with 1.9M reactions from patents (1976-2016). Predict the reactants needed to synthesize the given product. (1) The reactants are: [Cl:1][C:2]1[CH:3]=[CH:4][C:5]([C:8]2[CH:13]=[CH:12][N:11]=[C:10]([O:14]C)[CH:9]=2)=[N:6][CH:7]=1. Given the product [Cl:1][C:2]1[CH:3]=[CH:4][C:5]([C:8]2[CH:13]=[CH:12][NH:11][C:10](=[O:14])[CH:9]=2)=[N:6][CH:7]=1, predict the reactants needed to synthesize it. (2) Given the product [CH2:1]([C:8]1[CH:9]=[N:10][C:11]2[C:16]([C:17]=1[C:18]1[CH:19]=[C:20]([NH:24][CH2:35][C:32]3[CH:33]=[CH:34][N:29]=[CH:30][CH:31]=3)[CH:21]=[CH:22][CH:23]=1)=[CH:15][CH:14]=[CH:13][C:12]=2[C:25]([F:28])([F:26])[F:27])[C:2]1[CH:3]=[CH:4][CH:5]=[CH:6][CH:7]=1, predict the reactants needed to synthesize it. The reactants are: [CH2:1]([C:8]1[CH:9]=[N:10][C:11]2[C:16]([C:17]=1[C:18]1[CH:19]=[C:20]([NH2:24])[CH:21]=[CH:22][CH:23]=1)=[CH:15][CH:14]=[CH:13][C:12]=2[C:25]([F:28])([F:27])[F:26])[C:2]1[CH:7]=[CH:6][CH:5]=[CH:4][CH:3]=1.[N:29]1[CH:34]=[CH:33][C:32]([CH:35]=O)=[CH:31][CH:30]=1. (3) Given the product [Cl:1][C:2]1[CH:7]=[CH:6][CH:5]=[C:4]([Cl:8])[C:3]=1[C:9]1[C:13]([CH2:14][O:15][C:16]2[CH:17]=[CH:18][C:19]([C:22]3[CH:23]=[C:24]4[C:29](=[CH:30][CH:31]=3)[N:28]=[C:27]([C:32]([OH:34])=[O:33])[CH:26]=[N:25]4)=[CH:20][CH:21]=2)=[C:12]([CH:37]([CH3:39])[CH3:38])[O:11][N:10]=1, predict the reactants needed to synthesize it. The reactants are: [Cl:1][C:2]1[CH:7]=[CH:6][CH:5]=[C:4]([Cl:8])[C:3]=1[C:9]1[C:13]([CH2:14][O:15][C:16]2[CH:21]=[CH:20][C:19]([C:22]3[CH:23]=[C:24]4[C:29](=[CH:30][CH:31]=3)[N:28]=[C:27]([C:32]([O:34]CC)=[O:33])[CH:26]=[N:25]4)=[CH:18][CH:17]=2)=[C:12]([CH:37]([CH3:39])[CH3:38])[O:11][N:10]=1.[OH-].[Na+]. (4) Given the product [C:12]1([S:18]([N:7]2[C:8]3[C:4](=[C:3]([O:2][CH3:1])[CH:11]=[CH:10][N:9]=3)[CH:5]=[CH:6]2)(=[O:20])=[O:19])[CH:17]=[CH:16][CH:15]=[CH:14][CH:13]=1, predict the reactants needed to synthesize it. The reactants are: [CH3:1][O:2][C:3]1[CH:11]=[CH:10][N:9]=[C:8]2[C:4]=1[CH:5]=[CH:6][NH:7]2.[C:12]1([S:18](Cl)(=[O:20])=[O:19])[CH:17]=[CH:16][CH:15]=[CH:14][CH:13]=1. (5) Given the product [Br:10][C:11]1[C:20]([Cl:21])=[CH:19][C:14]([CH2:15][OH:16])=[CH:13][C:12]=1[Cl:22], predict the reactants needed to synthesize it. The reactants are: CC(C[AlH]CC(C)C)C.[Br:10][C:11]1[C:20]([Cl:21])=[CH:19][C:14]([C:15](OC)=[O:16])=[CH:13][C:12]=1[Cl:22]. (6) Given the product [CH2:19]([C:21]1[CH:22]=[C:23]([CH:62]=[CH:63][C:64]=1[CH2:65][CH3:66])[CH2:24][C@@H:25]([NH:41][C:42]([N:44]1[CH2:49][CH2:48][CH:47]([N:50]2[CH2:56][CH2:55][C:54]3[CH:57]=[CH:58][CH:59]=[CH:60][C:53]=3[NH:52][C:51]2=[O:61])[CH2:46][CH2:45]1)=[O:43])[C:26]([N:28]1[CH2:29][CH2:30][N:31]([CH:34]2[CH2:35][CH2:36][N:37]([CH3:40])[CH2:38][CH2:39]2)[CH2:32][CH2:33]1)=[O:27])[CH3:20].[C:1]1([S:15]([O-:18])(=[O:17])=[O:16])[C:10]2[CH:9]=[CH:8][CH:7]=[C:6]([S:11]([O-:14])(=[O:13])=[O:12])[C:5]=2[CH:4]=[CH:3][CH:2]=1, predict the reactants needed to synthesize it. The reactants are: [C:1]1([S:15]([OH:18])(=[O:17])=[O:16])[C:10]2[CH:9]=[CH:8][CH:7]=[C:6]([S:11]([OH:14])(=[O:13])=[O:12])[C:5]=2[CH:4]=[CH:3][CH:2]=1.[CH2:19]([C:21]1[CH:22]=[C:23]([CH:62]=[CH:63][C:64]=1[CH2:65][CH3:66])[CH2:24][C@@H:25]([NH:41][C:42]([N:44]1[CH2:49][CH2:48][CH:47]([N:50]2[CH2:56][CH2:55][C:54]3[CH:57]=[CH:58][CH:59]=[CH:60][C:53]=3[NH:52][C:51]2=[O:61])[CH2:46][CH2:45]1)=[O:43])[C:26]([N:28]1[CH2:33][CH2:32][N:31]([CH:34]2[CH2:39][CH2:38][N:37]([CH3:40])[CH2:36][CH2:35]2)[CH2:30][CH2:29]1)=[O:27])[CH3:20]. (7) Given the product [Br:12][CH2:11][C@H:8]1[CH2:7][C:6]2[CH:5]=[C:4]([F:13])[CH:3]=[C:2]([C:16]3[CH:17]=[CH:18][CH:19]=[CH:20][C:15]=3[Cl:14])[C:10]=2[O:9]1, predict the reactants needed to synthesize it. The reactants are: Br[C:2]1[C:10]2[O:9][C@@H:8]([CH2:11][Br:12])[CH2:7][C:6]=2[CH:5]=[C:4]([F:13])[CH:3]=1.[Cl:14][C:15]1[CH:20]=[CH:19][CH:18]=[CH:17][C:16]=1B(O)O. (8) Given the product [CH:1]([O:3][CH2:4][CH2:5][O:6][CH2:7][CH2:8][O:9][CH2:26][CH2:25][O:24][CH2:28][CH3:27])=[CH2:2], predict the reactants needed to synthesize it. The reactants are: [CH2:1]([O:3][CH2:4][CH2:5][O:6][CH2:7][CH2:8][OH:9])[CH3:2].[OH-].[Na+].O.C1(C)C=CC(S(Cl)(=O)=O)=CC=1.[O:24]1[CH2:28][CH2:27][CH2:26][CH2:25]1. (9) Given the product [C:6]([N:8]([C:17]([O:19][C:20]([CH3:23])([CH3:22])[CH3:21])=[O:18])[C@H:9]1[C@H:14]([O:15][CH3:16])[CH2:13][CH2:12][N:11]([C:25]2[CH:30]=[CH:29][N:28]=[CH:27][C:26]=2[N+:31]([O-:33])=[O:32])[CH2:10]1)([O:5][C:1]([CH3:4])([CH3:3])[CH3:2])=[O:7], predict the reactants needed to synthesize it. The reactants are: [C:1]([O:5][C:6]([N:8]([C:17]([O:19][C:20]([CH3:23])([CH3:22])[CH3:21])=[O:18])[C@H:9]1[C@H:14]([O:15][CH3:16])[CH2:13][CH2:12][NH:11][CH2:10]1)=[O:7])([CH3:4])([CH3:3])[CH3:2].Cl[C:25]1[CH:30]=[CH:29][N:28]=[CH:27][C:26]=1[N+:31]([O-:33])=[O:32].CCN(C(C)C)C(C)C.